This data is from Forward reaction prediction with 1.9M reactions from USPTO patents (1976-2016). The task is: Predict the product of the given reaction. (1) Given the reactants [Li][CH3:2].CON(C)[C:6]([C@H:8]1[CH2:13][CH2:12][C@H:11]([CH2:14][N:15]2[C:19]3[CH:20]=[C:21]([O:24][CH3:25])[CH:22]=[CH:23][C:18]=3[N:17]([CH3:26])[C:16]2=[O:27])[CH2:10][CH2:9]1)=[O:7], predict the reaction product. The product is: [C:6]([C@H:8]1[CH2:13][CH2:12][C@H:11]([CH2:14][N:15]2[C:19]3[CH:20]=[C:21]([O:24][CH3:25])[CH:22]=[CH:23][C:18]=3[N:17]([CH3:26])[C:16]2=[O:27])[CH2:10][CH2:9]1)(=[O:7])[CH3:2]. (2) Given the reactants Cl[C:2]1[CH:3]=[C:4](C=C[C:16]=1[Cl:17])[CH2:5][N:6]1[CH2:11][CH2:10][O:9][CH:8]([CH2:12][NH2:13])[CH2:7]1.ClC1[S:20]C(CCl)=CC=1, predict the reaction product. The product is: [Cl:17][C:16]1[S:20][C:4]([CH2:5][N:6]2[CH2:11][CH2:10][O:9][CH:8]([CH2:12][NH2:13])[CH2:7]2)=[CH:3][CH:2]=1.